From a dataset of NCI-60 drug combinations with 297,098 pairs across 59 cell lines. Regression. Given two drug SMILES strings and cell line genomic features, predict the synergy score measuring deviation from expected non-interaction effect. Drug 1: CC1=C(C=C(C=C1)NC2=NC=CC(=N2)N(C)C3=CC4=NN(C(=C4C=C3)C)C)S(=O)(=O)N.Cl. Drug 2: CNC(=O)C1=NC=CC(=C1)OC2=CC=C(C=C2)NC(=O)NC3=CC(=C(C=C3)Cl)C(F)(F)F. Cell line: A549. Synergy scores: CSS=45.3, Synergy_ZIP=2.28, Synergy_Bliss=4.62, Synergy_Loewe=-14.2, Synergy_HSA=3.98.